Dataset: Retrosynthesis with 50K atom-mapped reactions and 10 reaction types from USPTO. Task: Predict the reactants needed to synthesize the given product. (1) Given the product CNC(=O)c1c(-c2ccc(F)cc2)oc2ccc(-c3cc(C(=O)NC4(c5nc6cnccc6o5)CC4)c(OC)cc3C)c(F)c12, predict the reactants needed to synthesize it. The reactants are: CNC(=O)c1c(-c2ccc(F)cc2)oc2ccc(-c3cc(C(=O)O)c(OC)cc3C)c(F)c12.NC1(c2nc3cnccc3o2)CC1. (2) Given the product CC(=O)NC(C)CCc1ccc(Oc2ccc(OC(C)C)cn2)cc1, predict the reactants needed to synthesize it. The reactants are: CC(=O)NC(C)CCc1ccc(Oc2ccc(O)cn2)cc1.CC(C)I. (3) The reactants are: Cc1nn(C(C)c2cc(Cl)c(C#N)c3c2OCCNC3)c2ncnc(N)c12.OCCBr. Given the product Cc1nn(C(C)c2cc(Cl)c(C#N)c3c2OCCN(CCO)C3)c2ncnc(N)c12, predict the reactants needed to synthesize it. (4) Given the product Cc1cccc(-n2c(-c3ccc4ncnn4c3)c(C)n(Cc3ccc4nsnc4c3)c2=O)c1, predict the reactants needed to synthesize it. The reactants are: BrCc1ccc2nsnc2c1.Cc1cccc(-n2c(-c3ccc4ncnn4c3)c(C)[nH]c2=O)c1. (5) Given the product CC(C)S(=O)(=O)N(Cc1ccc(F)cc1)Cc1cccc(-c2cccc(S(C)(=O)=O)c2)c1, predict the reactants needed to synthesize it. The reactants are: CC(C)S(=O)(=O)NCc1cccc(-c2cccc(S(C)(=O)=O)c2)c1.Fc1ccc(CBr)cc1. (6) Given the product CCCCC/C=C/CCCO, predict the reactants needed to synthesize it. The reactants are: CCCCC/C=C/CCC=O. (7) The reactants are: C1COCCN1.O=C1NCCN(C(=O)CCl)C1c1cccs1. Given the product NCC(=O)N1CCNC(=O)C1c1cccs1, predict the reactants needed to synthesize it. (8) Given the product COc1ncc(-n2c(C(=O)N3CCC(F)(F)CC3)cc3cc(OC4CCN(C(C)C)CC4)ccc32)cn1, predict the reactants needed to synthesize it. The reactants are: CC(C)N1CCC(Oc2ccc3[nH]c(C(=O)N4CCC(F)(F)CC4)cc3c2)CC1.COc1ncc(B(O)O)cn1.